Dataset: Full USPTO retrosynthesis dataset with 1.9M reactions from patents (1976-2016). Task: Predict the reactants needed to synthesize the given product. (1) Given the product [Br:15][C:13]1[CH:14]=[C:9]([NH:7][C:5]2[N:4]=[N:3][N:2]([CH3:1])[CH:6]=2)[C:10](=[O:17])[N:11]([CH3:16])[CH:12]=1, predict the reactants needed to synthesize it. The reactants are: [CH3:1][N:2]1[CH:6]=[C:5]([NH2:7])[N:4]=[N:3]1.Br[C:9]1[C:10](=[O:17])[N:11]([CH3:16])[CH:12]=[C:13]([Br:15])[CH:14]=1. (2) Given the product [CH2:1]([O:8][C:9]1[CH:10]=[C:11]2[C:15](=[CH:16][CH:17]=1)[N:14]([CH2:21][CH2:20][C:19]([CH3:34])([OH:18])[CH3:33])[N:13]=[CH:12]2)[C:2]1[CH:3]=[CH:4][CH:5]=[CH:6][CH:7]=1, predict the reactants needed to synthesize it. The reactants are: [CH2:1]([O:8][C:9]1[CH:10]=[C:11]2[C:15](=[CH:16][CH:17]=1)[NH:14][N:13]=[CH:12]2)[C:2]1[CH:7]=[CH:6][CH:5]=[CH:4][CH:3]=1.[OH:18][C:19]([CH3:34])([CH3:33])[CH2:20][CH2:21]OS(C1C=CC(C)=CC=1)(=O)=O.C(=O)([O-])[O-].[K+].[K+]. (3) Given the product [Br:7][C:8]1[C:13]([F:14])=[CH:12][C:11]([N+:15]([O-:17])=[O:16])=[C:10]([OH:3])[CH:9]=1, predict the reactants needed to synthesize it. The reactants are: C[Si](C)(C)[O-:3].[Na+].[Br:7][C:8]1[C:13]([F:14])=[CH:12][C:11]([N+:15]([O-:17])=[O:16])=[C:10](F)[CH:9]=1. (4) Given the product [N:11]1([CH2:17][CH2:18][O:19][C:20]2[CH:21]=[C:22]3[C:26](=[CH:27][CH:28]=2)[NH:25][C:24]([CH:29]=[C:3]2[C:4]4[C:9](=[CH:8][CH:7]=[CH:6][CH:5]=4)[NH:1][C:2]2=[O:10])=[CH:23]3)[CH2:12][CH2:13][O:14][CH2:15][CH2:16]1, predict the reactants needed to synthesize it. The reactants are: [NH:1]1[C:9]2[C:4](=[CH:5][CH:6]=[CH:7][CH:8]=2)[CH2:3][C:2]1=[O:10].[N:11]1([CH2:17][CH2:18][O:19][C:20]2[CH:21]=[C:22]3[C:26](=[CH:27][CH:28]=2)[NH:25][C:24]([CH:29]=O)=[CH:23]3)[CH2:16][CH2:15][O:14][CH2:13][CH2:12]1.N1CCCCC1. (5) Given the product [Cl:29][C:26]1[CH:27]=[N:28][C:19]([NH:11][C:7]2[CH:6]=[C:5]3[C:10](=[CH:9][CH:8]=2)[N:2]([CH3:1])[CH:3]=[C:4]3[C:12]2[CH:13]=[CH:14][CH:15]=[CH:16][CH:17]=2)=[C:20]([CH:25]=1)[C:21]([O:23][CH3:24])=[O:22], predict the reactants needed to synthesize it. The reactants are: [CH3:1][N:2]1[C:10]2[C:5](=[CH:6][C:7]([NH2:11])=[CH:8][CH:9]=2)[C:4]([C:12]2[CH:17]=[CH:16][CH:15]=[CH:14][CH:13]=2)=[CH:3]1.Cl[C:19]1[N:28]=[CH:27][C:26]([Cl:29])=[CH:25][C:20]=1[C:21]([O:23][CH3:24])=[O:22].C(=O)([O-])[O-].[Cs+].[Cs+]. (6) The reactants are: C([NH:8][C@H:9]([C:17]([OH:19])=[O:18])[CH2:10][C:11]1[CH:16]=[CH:15][CH:14]=[CH:13][CH:12]=1)(OC(C)(C)C)=O.C(OC(NCC(O[CH2:32][CH2:33][CH2:34][CH2:35][O:36][N+:37]([O-:39])=[O:38])=O)=O)(C)(C)C. Given the product [NH2:8][C@@H:9]([CH2:10][C:11]1[CH:12]=[CH:13][CH:14]=[CH:15][CH:16]=1)[C:17]([O:19][CH2:32][CH2:33][CH2:34][CH2:35][O:36][N+:37]([O-:39])=[O:38])=[O:18], predict the reactants needed to synthesize it. (7) Given the product [CH:1]1([C:4]2[CH:9]=[CH:8][C:7]([F:10])=[C:6]([CH:5]=2)[NH2:11])[CH2:3][CH2:2]1, predict the reactants needed to synthesize it. The reactants are: [CH:1]1([C:4]2[CH:9]=[CH:8][C:7]([F:10])=[C:6]([N+:11]([O-])=O)[CH:5]=2)[CH2:3][CH2:2]1. (8) Given the product [CH3:9][C:1]1([CH:7]=[O:8])[CH2:6][CH2:5][CH2:4][CH2:3][CH2:2]1, predict the reactants needed to synthesize it. The reactants are: [CH:1]1([CH:7]=[O:8])[CH2:6][CH2:5][CH2:4][CH2:3][CH2:2]1.[CH3:9]C([O-])(C)C.[K+].IC.C(OC(N[C@H](C1(C)CCCCC1)C(O)=O)=O)(C)(C)C. (9) Given the product [Cl:13][C:14]1[CH:22]=[CH:21][CH:20]=[C:19]([CH:23]2[CH2:26][CH2:25][CH2:24]2)[C:15]=1[C:16]([N:4]1[C:5]2[C:6](=[N:7][CH:8]=[CH:9][CH:10]=2)[C:2]([I:1])=[N:3]1)=[O:17], predict the reactants needed to synthesize it. The reactants are: [I:1][C:2]1[C:6]2=[N:7][CH:8]=[CH:9][CH:10]=[C:5]2[NH:4][N:3]=1.[H-].[Na+].[Cl:13][C:14]1[CH:22]=[CH:21][CH:20]=[C:19]([CH:23]2[CH2:26][CH2:25][CH2:24]2)[C:15]=1[C:16](Cl)=[O:17].O. (10) Given the product [OH2:17].[OH2:17].[CH:4]1([N:7]2[C:16]3[C:11](=[CH:12][C:13]([F:20])=[C:14]([N:31]4[CH2:32][CH2:33][CH2:34][CH:29]([NH:28][CH3:27])[CH2:30]4)[C:15]=3[O:17][CH3:18])[C:10](=[O:21])[C:9]([C:22]([OH:24])=[O:23])=[CH:8]2)[CH2:6][CH2:5]1, predict the reactants needed to synthesize it. The reactants are: C(#N)C.[CH:4]1([N:7]2[C:16]3[C:11](=[CH:12][C:13]([F:20])=[C:14](F)[C:15]=3[O:17][CH3:18])[C:10](=[O:21])[C:9]([C:22]([OH:24])=[O:23])=[CH:8]2)[CH2:6][CH2:5]1.Cl.Cl.[CH3:27][NH:28][CH:29]1[CH2:34][CH2:33][CH2:32][NH:31][CH2:30]1.